This data is from Full USPTO retrosynthesis dataset with 1.9M reactions from patents (1976-2016). The task is: Predict the reactants needed to synthesize the given product. Given the product [Br:6][C:7]1[N:16]=[C:10]2[CH:11]=[CH:12][CH:13]=[C:14]([C:20]([CH:22]3[CH2:27][CH2:26][O:25][CH2:24][CH2:23]3)=[O:21])[N:9]2[N:8]=1, predict the reactants needed to synthesize it. The reactants are: C([Li])CCC.[Br:6][C:7]1[N:16]=[C:10]2[CH:11]=[CH:12][CH:13]=[C:14](Br)[N:9]2[N:8]=1.CON(C)[C:20]([CH:22]1[CH2:27][CH2:26][O:25][CH2:24][CH2:23]1)=[O:21].